Task: Predict which catalyst facilitates the given reaction.. Dataset: Catalyst prediction with 721,799 reactions and 888 catalyst types from USPTO (1) The catalyst class is: 130. Reactant: [Cl:1][C:2]1[CH:3]=[CH:4][C:5]([F:11])=[C:6]([C:8](=O)[CH3:9])[CH:7]=1.[O:12]1[CH2:17][CH2:16][N:15]([S:18]([C:21]2[CH:22]=[C:23]([CH:28]=[CH:29][CH:30]=2)[C:24]([NH:26][NH2:27])=[O:25])(=[O:20])=[O:19])[CH2:14][CH2:13]1. Product: [Cl:1][C:2]1[CH:3]=[CH:4][C:5]([F:11])=[C:6](/[C:8](=[N:27]/[NH:26][C:24](=[O:25])[C:23]2[CH:28]=[CH:29][CH:30]=[C:21]([S:18]([N:15]3[CH2:16][CH2:17][O:12][CH2:13][CH2:14]3)(=[O:19])=[O:20])[CH:22]=2)/[CH3:9])[CH:7]=1. (2) The catalyst class is: 2. Product: [CH:1]([C@@H:4]1[CH2:15][CH2:14][C@@H:13]([CH3:16])[CH2:12][C@@:5]21[NH:9][C:8](=[O:10])[N:7]([CH2:25][C:26](=[O:27])[C:28]1[CH:33]=[CH:32][CH:31]=[CH:30][CH:29]=1)[C:6]2=[O:11])([CH3:3])[CH3:2]. Reactant: [CH:1]([C@@H:4]1[CH2:15][CH2:14][C@@H:13]([CH3:16])[CH2:12][C@@:5]21[NH:9][C:8](=[O:10])[NH:7][C:6]2=[O:11])([CH3:3])[CH3:2].C(N(CC)CC)C.Br[CH2:25][C:26]([C:28]1[CH:33]=[CH:32][CH:31]=[CH:30][CH:29]=1)=[O:27]. (3) Reactant: [CH3:1][C:2]1[N:3]=[C:4]([C:7]2[CH:8]=[N:9][NH:10][C:11]=2[NH2:12])[S:5][CH:6]=1.[CH3:13][N:14]1[C:22]2[C:17](=[CH:18][C:19]([C:23](=O)[CH2:24][C:25](OCC)=[O:26])=[CH:20][CH:21]=2)[CH:16]=[N:15]1.CC1C=CC(S(O)(=O)=O)=CC=1. Product: [CH3:13][N:14]1[C:22]2[C:17](=[CH:18][C:19]([C:23]3[NH:12][C:11]4[N:10]([N:9]=[CH:8][C:7]=4[C:4]4[S:5][CH:6]=[C:2]([CH3:1])[N:3]=4)[C:25](=[O:26])[CH:24]=3)=[CH:20][CH:21]=2)[CH:16]=[N:15]1. The catalyst class is: 114.